This data is from Catalyst prediction with 721,799 reactions and 888 catalyst types from USPTO. The task is: Predict which catalyst facilitates the given reaction. (1) Reactant: [OH:1][C@@H:2]1[CH2:6][NH:5][CH2:4][C@@H:3]1[CH2:7][NH:8][C:9](=[O:18])[O:10][CH2:11][C:12]1[CH:17]=[CH:16][CH:15]=[CH:14][CH:13]=1.[CH3:19][O:20][C:21]1[CH:30]=[C:29]2[C:24]([CH:25]=[CH:26][C:27](=[O:34])[N:28]2[CH2:31][CH:32]=O)=[CH:23][CH:22]=1.C(=O)([O-])[O-].[Na+].[Na+].C(O[BH-](OC(=O)C)OC(=O)C)(=O)C.[Na+]. Product: [OH:1][C@@H:2]1[CH2:6][N:5]([CH2:32][CH2:31][N:28]2[C:29]3[C:24](=[CH:23][CH:22]=[C:21]([O:20][CH3:19])[CH:30]=3)[CH:25]=[CH:26][C:27]2=[O:34])[CH2:4][C@@H:3]1[CH2:7][NH:8][C:9](=[O:18])[O:10][CH2:11][C:12]1[CH:17]=[CH:16][CH:15]=[CH:14][CH:13]=1. The catalyst class is: 61. (2) Reactant: Br[C:2]1[C:11]([N:12]([CH3:16])[CH:13]([CH3:15])[CH3:14])=[N:10][C:9]2[C:4](=[CH:5][CH:6]=[C:7]([C:17]([O:19][CH2:20][C:21]3[CH:26]=[CH:25][C:24]([O:27][CH3:28])=[CH:23][CH:22]=3)=[O:18])[CH:8]=2)[N:3]=1.[OH:29][C:30]1[CH:37]=[CH:36][C:35](B2OC(C)(C)C(C)(C)O2)=[CH:34][C:31]=1[CH:32]=[O:33].CCN(CC)CC. Product: [CH:32]([C:31]1[CH:34]=[C:35]([C:2]2[C:11]([N:12]([CH3:16])[CH:13]([CH3:15])[CH3:14])=[N:10][C:9]3[C:4](=[CH:5][CH:6]=[C:7]([C:17]([O:19][CH2:20][C:21]4[CH:26]=[CH:25][C:24]([O:27][CH3:28])=[CH:23][CH:22]=4)=[O:18])[CH:8]=3)[N:3]=2)[CH:36]=[CH:37][C:30]=1[OH:29])=[O:33]. The catalyst class is: 622. (3) Reactant: [C:1]([NH:8][C:9]1[CH:14]=[CH:13][C:12]([NH2:15])=[CH:11][CH:10]=1)([O:3][C:4]([CH3:7])([CH3:6])[CH3:5])=[O:2].[O-]S([O-])(=O)=O.[Mg+2].[C:22]([C:26]1C=C(O)C(=[CH:31][CH:32]=1)O)(C)([CH3:24])[CH3:23].II. Product: [C:4]([O:3][C:1](=[O:2])[NH:8][C:9]1[CH:10]=[C:11]2[C:12](=[CH:13][CH:14]=1)[NH:15][C:22]([CH3:24])([CH3:23])[CH:26]=[C:32]2[CH3:31])([CH3:7])([CH3:6])[CH3:5]. The catalyst class is: 21. (4) Reactant: [F:1][C:2]([F:22])([F:21])[C:3]([N:5]1[CH2:10][CH2:9][CH:8]([C:11]2[CH:16]=[CH:15][C:14]([S:17](Cl)(=[O:19])=[O:18])=[CH:13][CH:12]=2)[CH2:7][CH2:6]1)=[O:4].[NH2:23][C:24]1[CH:29]=[CH:28][N:27]=[CH:26][N:25]=1.C1N2CCN(CC2)C1. Product: [N:27]1[CH:28]=[CH:29][C:24]([NH:23][S:17]([C:14]2[CH:15]=[CH:16][C:11]([CH:8]3[CH2:9][CH2:10][N:5]([C:3](=[O:4])[C:2]([F:22])([F:21])[F:1])[CH2:6][CH2:7]3)=[CH:12][CH:13]=2)(=[O:19])=[O:18])=[N:25][CH:26]=1. The catalyst class is: 10. (5) Reactant: C(OC([NH:11][C@H:12]1[CH2:17][CH2:16][C@H:15]([N:18]([CH2:26][CH2:27][O:28][CH3:29])[C:19](=[O:25])[O:20][C:21]([CH3:24])([CH3:23])[CH3:22])[C@@H:14]([OH:30])[CH2:13]1)=O)C1C=CC=CC=1.[H][H]. The catalyst class is: 14. Product: [NH2:11][C@H:12]1[CH2:17][CH2:16][C@H:15]([N:18]([CH2:26][CH2:27][O:28][CH3:29])[C:19](=[O:25])[O:20][C:21]([CH3:24])([CH3:23])[CH3:22])[C@@H:14]([OH:30])[CH2:13]1. (6) Reactant: [CH2:1]([O:3][C:4](=[O:14])[C:5]1[CH:10]=[C:9]([F:11])[C:8](F)=[CH:7][C:6]=1[F:13])[CH3:2].[CH2:15]([N:17](CC)[CH2:18][CH3:19])[CH3:16].N1CCCC1. Product: [CH2:1]([O:3][C:4](=[O:14])[C:5]1[CH:10]=[C:9]([F:11])[C:8]([N:17]2[CH2:18][CH2:19][CH2:16][CH2:15]2)=[CH:7][C:6]=1[F:13])[CH3:2]. The catalyst class is: 115. (7) Reactant: CC1C=CC(S(O[C:12]2[CH:17]=[CH:16][C:15]([CH:18]3[CH2:27][CH2:26][C:21]4([O:25][CH2:24][CH2:23][O:22]4)[CH2:20][CH2:19]3)=[CH:14][CH:13]=2)(=O)=O)=CC=1.C1(P(C2CCCCC2)C2C=CC=CC=2C2C(C(C)C)=CC(C(C)C)=CC=2C(C)C)CCCCC1.C(=O)([O-])[O-].[Cs+].[Cs+].[C:68]([O:76][CH2:77][CH3:78])(=[O:75])[CH2:69][C:70]([O:72][CH2:73][CH3:74])=[O:71]. Product: [O:22]1[C:21]2([CH2:20][CH2:19][CH:18]([C:15]3[CH:14]=[CH:13][C:12]([CH:69]([C:70]([O:72][CH2:73][CH3:74])=[O:71])[C:68]([O:76][CH2:77][CH3:78])=[O:75])=[CH:17][CH:16]=3)[CH2:27][CH2:26]2)[O:25][CH2:24][CH2:23]1. The catalyst class is: 164. (8) Reactant: [C:1]([O:5][C:6]([N:8]1[CH2:17][CH2:16][C:15]2[C:10](=[CH:11][C:12]([OH:18])=[CH:13][CH:14]=2)[CH2:9]1)=[O:7])([CH3:4])([CH3:3])[CH3:2].O[CH2:20][CH:21]1[CH2:26][CH2:25][N:24]([C:27]2[CH:32]=[CH:31][N:30]=[CH:29][CH:28]=2)[CH2:23][CH2:22]1.C1(P(C2C=CC=CC=2)C2C=CC=CC=2)C=CC=CC=1.N(C(OC(C)C)=O)=NC(OC(C)C)=O. Product: [C:1]([O:5][C:6]([N:8]1[CH2:17][CH2:16][C:15]2[C:10](=[CH:11][C:12]([O:18][CH2:20][CH:21]3[CH2:22][CH2:23][N:24]([C:27]4[CH:28]=[CH:29][N:30]=[CH:31][CH:32]=4)[CH2:25][CH2:26]3)=[CH:13][CH:14]=2)[CH2:9]1)=[O:7])([CH3:4])([CH3:2])[CH3:3]. The catalyst class is: 595.